Dataset: Reaction yield outcomes from USPTO patents with 853,638 reactions. Task: Predict the reaction yield, written as a fraction of the theoretical maximum amount of product (1.0 means a 100% yield; for example, 0.34 means a 34% yield). (1) The catalyst is CCOC(C)=O. The yield is 0.934. The product is [CH:1]1([N:4]2[CH:8]=[C:7]([O:9][C:10]3[CH:15]=[CH:14][N:13]=[C:12]([NH:16][C:17]4[CH:22]=[CH:21][N:20]=[C:19]([C:23]([OH:26])([CH3:25])[CH3:24])[CH:18]=4)[CH:11]=3)[C:6]([CH:27]3[CH2:28][CH2:29][O:30][CH2:31][CH2:32]3)=[N:5]2)[CH2:3][CH2:2]1.[CH3:44][C:34]1[CH:35]=[CH:36][C:37]([S:40]([O-:43])(=[O:42])=[O:41])=[CH:38][CH:39]=1. The reactants are [CH:1]1([N:4]2[CH:8]=[C:7]([O:9][C:10]3[CH:15]=[CH:14][N:13]=[C:12]([NH:16][C:17]4[CH:22]=[CH:21][N:20]=[C:19]([C:23]([OH:26])([CH3:25])[CH3:24])[CH:18]=4)[CH:11]=3)[C:6]([CH:27]3[CH2:32][CH2:31][O:30][CH2:29][CH2:28]3)=[N:5]2)[CH2:3][CH2:2]1.O.[C:34]1([CH3:44])[CH:39]=[CH:38][C:37]([S:40]([OH:43])(=[O:42])=[O:41])=[CH:36][CH:35]=1. (2) The reactants are [NH2:1][C:2]1[CH:3]=[C:4]([C:8]2[C:16]3[C:11](=[CH:12][CH:13]=[C:14]([C:17]([NH2:19])=[O:18])[CH:15]=3)[N:10](C3CCCCO3)[N:9]=2)[CH:5]=[CH:6][CH:7]=1.[Cl:26][C:27]1[CH:32]=[C:31]([F:33])[CH:30]=[CH:29][C:28]=1[CH2:34][C:35](O)=[O:36].CCN=C=NCCCN(C)C. No catalyst specified. The product is [Cl:26][C:27]1[CH:32]=[C:31]([F:33])[CH:30]=[CH:29][C:28]=1[CH2:34][C:35]([NH:1][C:2]1[CH:3]=[C:4]([C:8]2[C:16]3[C:11](=[CH:12][CH:13]=[C:14]([C:17]([NH2:19])=[O:18])[CH:15]=3)[NH:10][N:9]=2)[CH:5]=[CH:6][CH:7]=1)=[O:36]. The yield is 0.140. (3) The reactants are CC([O:4][C:5]1[CH:10]=[CH:9][C:8]([N:11]2[C:16](=[O:17])[C:15]([CH2:18][C:19]3[CH:24]=[CH:23][C:22]([C:25]4[C:26]([C:31]#[N:32])=[CH:27][CH:28]=[CH:29][CH:30]=4)=[CH:21][CH:20]=3)=[C:14]([CH2:33][CH2:34][CH3:35])[N:13]3[N:36]=[CH:37][N:38]=[C:12]23)=[CH:7][CH:6]=1)C. The catalyst is Br.C(O)(=O)C. The product is [OH:4][C:5]1[CH:10]=[CH:9][C:8]([N:11]2[C:16](=[O:17])[C:15]([CH2:18][C:19]3[CH:24]=[CH:23][C:22]([C:25]4[C:26]([C:31]#[N:32])=[CH:27][CH:28]=[CH:29][CH:30]=4)=[CH:21][CH:20]=3)=[C:14]([CH2:33][CH2:34][CH3:35])[N:13]3[N:36]=[CH:37][N:38]=[C:12]23)=[CH:7][CH:6]=1. The yield is 0.730. (4) The reactants are [CH3:1][O:2][C:3]1[CH:4]=[C:5]([C:11]([CH3:23])([CH3:22])[CH2:12][CH2:13][CH2:14][CH2:15][C:16]#[C:17][Si](C)(C)C)[CH:6]=[C:7]([O:9][CH3:10])[CH:8]=1.C(=O)([O-])[O-].[K+].[K+]. The catalyst is CO.O. The product is [CH3:10][O:9][C:7]1[CH:6]=[C:5]([C:11]([CH3:23])([CH3:22])[CH2:12][CH2:13][CH2:14][CH2:15][C:16]#[CH:17])[CH:4]=[C:3]([O:2][CH3:1])[CH:8]=1. The yield is 0.760. (5) The reactants are Br.[CH2:2]([O:4][C:5]([C:7]1[C:11]([CH3:12])=[C:10]([C:13]2[CH:18]=[CH:17][CH:16]=[C:15]([NH2:19])[C:14]=2[OH:20])[N:9]([CH3:21])[C:8]=1[CH3:22])=[O:6])[CH3:3].[N:23]([O-])=O.[Na+].[CH2:27]1[C:35]2[C:30](=[CH:31][C:32]([N:36]3[C:40](=[O:41])[CH2:39][C:38]([CH3:42])=[N:37]3)=[CH:33][CH:34]=2)[CH2:29][CH2:28]1.C(=O)(O)[O-].[Na+]. The catalyst is Cl. The product is [CH2:2]([O:4][C:5]([C:7]1[C:11]([CH3:12])=[C:10]([C:13]2[CH:18]=[CH:17][CH:16]=[C:15]([NH:19][N:23]=[C:39]3[C:40](=[O:41])[N:36]([C:32]4[CH:31]=[C:30]5[C:35](=[CH:34][CH:33]=4)[CH2:27][CH2:28][CH2:29]5)[N:37]=[C:38]3[CH3:42])[C:14]=2[OH:20])[N:9]([CH3:21])[C:8]=1[CH3:22])=[O:6])[CH3:3]. The yield is 0.258. (6) The reactants are Br[C:2]1[S:6][C:5]([C:7]2[CH:8]=[N:9][CH:10]=[CH:11][CH:12]=2)=[N:4][C:3]=1[C:13]([O:15][CH2:16][CH3:17])=[O:14].O.[N-:19]=[N+]=[N-].[Na+]. The catalyst is CN(C=O)C. The product is [NH2:19][C:2]1[S:6][C:5]([C:7]2[CH:8]=[N:9][CH:10]=[CH:11][CH:12]=2)=[N:4][C:3]=1[C:13]([O:15][CH2:16][CH3:17])=[O:14]. The yield is 0.300. (7) The reactants are [CH2:1]([O:3][C:4](=[O:22])[C:5]1[CH:10]=[C:9]([CH:11]=[CH:12]N(C)C)[C:8]([N+:16]([O-])=O)=[CH:7][C:6]=1[N+:19]([O-])=O)[CH3:2]. The catalyst is CCO.[Ni]. The product is [CH2:1]([O:3][C:4]([C:5]1[CH:10]=[C:9]2[C:8](=[CH:7][C:6]=1[NH2:19])[NH:16][CH:12]=[CH:11]2)=[O:22])[CH3:2]. The yield is 0.300. (8) The reactants are [F:1][C:2]1[CH:7]=[CH:6][CH:5]=[CH:4][C:3]=1B1OC(C)(C)C(C)(C)O1.I[C:18]1[C:26]2[C:21](=[CH:22][CH:23]=[C:24]([C:27]3[S:28][C:29]([S:32]([CH3:35])(=[O:34])=[O:33])=[N:30][N:31]=3)[CH:25]=2)[N:20]([S:36]([C:39]2[CH:45]=[CH:44][C:42]([CH3:43])=[CH:41][CH:40]=2)(=[O:38])=[O:37])[CH:19]=1.P([O-])([O-])([O-])=O.[K+].[K+].[K+].CC(N)CC1C=CC=CC=1.OP(O)(O)=O. The catalyst is CC(O)C.O. The product is [F:1][C:2]1[CH:7]=[CH:6][CH:5]=[CH:4][C:3]=1[C:18]1[C:26]2[C:21](=[CH:22][CH:23]=[C:24]([C:27]3[S:28][C:29]([S:32]([CH3:35])(=[O:34])=[O:33])=[N:30][N:31]=3)[CH:25]=2)[N:20]([S:36]([C:39]2[CH:45]=[CH:44][C:42]([CH3:43])=[CH:41][CH:40]=2)(=[O:38])=[O:37])[CH:19]=1. The yield is 0.449.